From a dataset of HIV replication inhibition screening data with 41,000+ compounds from the AIDS Antiviral Screen. Binary Classification. Given a drug SMILES string, predict its activity (active/inactive) in a high-throughput screening assay against a specified biological target. (1) The molecule is O=C1CC(c2ccccc2)C(c2ccccc2)C1=O. The result is 0 (inactive). (2) The drug is COc1ccccc1-n1c(NN)nc2ccc(Br)cc2c1=O. The result is 0 (inactive).